Dataset: Full USPTO retrosynthesis dataset with 1.9M reactions from patents (1976-2016). Task: Predict the reactants needed to synthesize the given product. (1) Given the product [NH2:1][C:2]1[S:3][C@:4]2(/[CH:28]=[CH:29]/[CH2:30][OH:31])[C@H:6]([C@:7]([C:11]3[CH:16]=[C:15]([NH:17][C:18](=[O:26])[C:19]4[CH:24]=[CH:23][C:22]([Cl:25])=[CH:21][N:20]=4)[CH:14]=[CH:13][C:12]=3[F:27])([CH2:9][F:10])[N:8]=1)[CH2:5]2, predict the reactants needed to synthesize it. The reactants are: [NH2:1][C:2]1[S:3][C@:4]2(/[CH:28]=[CH:29]/[C:30](OCC)=[O:31])[C@H:6]([C@:7]([C:11]3[CH:16]=[C:15]([NH:17][C:18](=[O:26])[C:19]4[CH:24]=[CH:23][C:22]([Cl:25])=[CH:21][N:20]=4)[CH:14]=[CH:13][C:12]=3[F:27])([CH2:9][F:10])[N:8]=1)[CH2:5]2.CC(C[AlH]CC(C)C)C. (2) Given the product [Cl:1][C:2]1[CH:9]=[C:8]([Cl:10])[CH:7]=[CH:6][C:3]=1[CH:4]([O:5][CH3:11])[C:18]#[N:19], predict the reactants needed to synthesize it. The reactants are: [Cl:1][C:2]1[CH:9]=[C:8]([Cl:10])[CH:7]=[CH:6][C:3]=1[CH:4]=[O:5].[CH:11](OC)(OC)OC.[C:18]([Si](C)(C)C)#[N:19]. (3) The reactants are: [CH2:1]([O:3][CH2:4][CH2:5][CH2:6][N:7]([CH2:30][C:31]1[CH:36]=[CH:35][C:34]([CH:37]([CH3:39])[CH3:38])=[CH:33][CH:32]=1)[C:8](=[O:29])[CH2:9][CH2:10][C:11]1[CH:28]=[CH:27][C:14]([O:15][CH2:16][C:17]2[CH:26]=[CH:25][CH:24]=[CH:23][C:18]=2[C:19]([O:21]C)=[O:20])=[CH:13][CH:12]=1)[CH3:2].[Li+].[OH-].CCOC(C)=O. Given the product [CH2:1]([O:3][CH2:4][CH2:5][CH2:6][N:7]([CH2:30][C:31]1[CH:36]=[CH:35][C:34]([CH:37]([CH3:38])[CH3:39])=[CH:33][CH:32]=1)[C:8](=[O:29])[CH2:9][CH2:10][C:11]1[CH:28]=[CH:27][C:14]([O:15][CH2:16][C:17]2[CH:26]=[CH:25][CH:24]=[CH:23][C:18]=2[C:19]([OH:21])=[O:20])=[CH:13][CH:12]=1)[CH3:2], predict the reactants needed to synthesize it. (4) Given the product [CH3:1][O:2][C:3](=[O:23])[C:4](=[O:22])[CH2:5][C:6]([C:8]1[CH:13]=[C:12]([Cl:24])[CH:11]=[CH:10][C:9]=1[O:14][CH2:15][C:16]1[CH:21]=[CH:20][CH:19]=[CH:18][CH:17]=1)=[O:7], predict the reactants needed to synthesize it. The reactants are: [CH3:1][O:2][C:3](=[O:23])[C:4](=[O:22])[CH2:5][C:6]([C:8]1[CH:13]=[CH:12][CH:11]=[CH:10][C:9]=1[O:14][CH2:15][C:16]1[CH:21]=[CH:20][CH:19]=[CH:18][CH:17]=1)=[O:7].[Cl:24]C1C=CC=C(C=1)COCC(C1C=CC=CC=1)=O. (5) Given the product [CH2:1]([O:8][C:9]1[C:17]2[C:16](=[O:18])[N:15]([CH2:19][C:20]3[CH:25]=[CH:24][C:23]([F:26])=[CH:22][CH:21]=3)[N:14]=[C:13]([S:35][CH3:34])[C:12]=2[N:11]2[CH2:28][CH2:29][N:30]([CH3:33])[C:31](=[O:32])[C:10]=12)[C:2]1[CH:7]=[CH:6][CH:5]=[CH:4][CH:3]=1, predict the reactants needed to synthesize it. The reactants are: [CH2:1]([O:8][C:9]1[C:17]2[C:16](=[O:18])[N:15]([CH2:19][C:20]3[CH:25]=[CH:24][C:23]([F:26])=[CH:22][CH:21]=3)[N:14]=[C:13](Br)[C:12]=2[N:11]2[CH2:28][CH2:29][N:30]([CH3:33])[C:31](=[O:32])[C:10]=12)[C:2]1[CH:7]=[CH:6][CH:5]=[CH:4][CH:3]=1.[CH3:34][S-:35].[Na+]. (6) Given the product [S:6]1[CH:10]=[CH:9][C:8]([CH2:11][O:12][C:13]2[CH:18]=[CH:17][C:16]([CH2:19][C:20]3[CH:25]=[C:24]([C:26]4[C:27]([NH2:32])=[N:28][CH:29]=[CH:30][CH:31]=4)[O:22][N:21]=3)=[CH:15][CH:14]=2)=[CH:7]1, predict the reactants needed to synthesize it. The reactants are: O1CCCC1.[S:6]1[CH:10]=[CH:9][C:8]([CH2:11][O:12][C:13]2[CH:18]=[CH:17][C:16]([CH2:19][C:20](Cl)=[N:21][OH:22])=[CH:15][CH:14]=2)=[CH:7]1.[C:24]([C:26]1[C:27]([NH2:32])=[N:28][CH:29]=[CH:30][CH:31]=1)#[CH:25].C(N(CC)CC)C. (7) The reactants are: Cl.Cl.[N:3]12[CH2:10][CH2:9][CH:6]([CH2:7][CH2:8]1)[C@@H:5]([NH2:11])[CH2:4]2.[Br:12][C:13]1[CH:14]=[C:15]([C:18](O)=[O:19])[S:16][CH:17]=1. Given the product [N:3]12[CH2:10][CH2:9][CH:6]([CH2:7][CH2:8]1)[C@@H:5]([NH:11][C:18]([C:15]1[S:16][CH:17]=[C:13]([Br:12])[CH:14]=1)=[O:19])[CH2:4]2, predict the reactants needed to synthesize it.